This data is from NCI-60 drug combinations with 297,098 pairs across 59 cell lines. The task is: Regression. Given two drug SMILES strings and cell line genomic features, predict the synergy score measuring deviation from expected non-interaction effect. (1) Drug 1: CCCCCOC(=O)NC1=NC(=O)N(C=C1F)C2C(C(C(O2)C)O)O. Drug 2: CC1CCCC2(C(O2)CC(NC(=O)CC(C(C(=O)C(C1O)C)(C)C)O)C(=CC3=CSC(=N3)C)C)C. Cell line: NCI-H522. Synergy scores: CSS=47.1, Synergy_ZIP=2.28, Synergy_Bliss=-0.956, Synergy_Loewe=-29.8, Synergy_HSA=-1.08. (2) Drug 1: CC(C1=C(C=CC(=C1Cl)F)Cl)OC2=C(N=CC(=C2)C3=CN(N=C3)C4CCNCC4)N. Drug 2: C1CNP(=O)(OC1)N(CCCl)CCCl. Cell line: UACC62. Synergy scores: CSS=11.8, Synergy_ZIP=-1.02, Synergy_Bliss=0.702, Synergy_Loewe=-21.5, Synergy_HSA=0.329. (3) Cell line: RPMI-8226. Synergy scores: CSS=-13.1, Synergy_ZIP=5.01, Synergy_Bliss=-2.40, Synergy_Loewe=-11.3, Synergy_HSA=-10.9. Drug 1: CC(C)(C#N)C1=CC(=CC(=C1)CN2C=NC=N2)C(C)(C)C#N. Drug 2: CC1=C(C=C(C=C1)C(=O)NC2=CC(=CC(=C2)C(F)(F)F)N3C=C(N=C3)C)NC4=NC=CC(=N4)C5=CN=CC=C5.